Dataset: Catalyst prediction with 721,799 reactions and 888 catalyst types from USPTO. Task: Predict which catalyst facilitates the given reaction. (1) Reactant: [CH3:1][O:2][C:3](=[O:38])[CH:4]([NH:15][C:16](=[O:37])[C:17]1[CH:22]=[CH:21][C:20]([Cl:23])=[CH:19][C:18]=1[NH:24][S:25]([C:28]1[C:33]2=[N:34][S:35][N:36]=[C:32]2[CH:31]=[CH:30][CH:29]=1)(=[O:27])=[O:26])[CH:5]([C:7]1[CH:12]=[CH:11][C:10]([Cl:13])=[C:9]([Cl:14])[CH:8]=1)O.CCN(CC)CC.CS([Cl:50])(=O)=O. Product: [CH3:1][O:2][C:3](=[O:38])[C:4]([NH:15][C:16](=[O:37])[C:17]1[CH:22]=[C:21]([Cl:50])[C:20]([Cl:23])=[CH:19][C:18]=1[NH:24][S:25]([C:28]1[C:33]2=[N:34][S:35][N:36]=[C:32]2[CH:31]=[CH:30][CH:29]=1)(=[O:26])=[O:27])=[CH:5][C:7]1[CH:12]=[CH:11][C:10]([Cl:13])=[C:9]([Cl:14])[CH:8]=1. The catalyst class is: 64. (2) Reactant: [F:1][C:2]([F:7])([F:6])[C:3]([OH:5])=[O:4].[Cl:8][C:9]1[C:19]2[CH2:18][N:17]([C:20](=[O:28])[C:21]3[CH:26]=[CH:25][C:24]([Cl:27])=[CH:23][CH:22]=3)[CH2:16][C:15](=[O:29])[N:14]([CH2:30][C:31]3[CH:36]=[CH:35][C:34]([C:37]4[N:38]([CH3:42])[CH2:39][CH2:40][N:41]=4)=[CH:33][CH:32]=3)[C:13]=2[CH:12]=[CH:11][CH:10]=1.[C:43](=O)([O-])[O-].[K+].[K+].CI. Product: [F:1][C:2]([F:7])([F:6])[C:3]([O-:5])=[O:4].[Cl:8][C:9]1[C:19]2[CH2:18][N:17]([C:20](=[O:28])[C:21]3[CH:22]=[CH:23][C:24]([Cl:27])=[CH:25][CH:26]=3)[CH2:16][C:15](=[O:29])[N:14]([CH2:30][C:31]3[CH:36]=[CH:35][C:34]([C:37]4[N:41]([CH3:43])[CH2:40][CH2:39][N+:38]=4[CH3:42])=[CH:33][CH:32]=3)[C:13]=2[CH:12]=[CH:11][CH:10]=1. The catalyst class is: 10. (3) Reactant: [F:1][C:2]1[CH:7]=[CH:6][C:5]([C:8]2[C:17]3[C:12](=[CH:13][C:14]([CH2:18][N:19]4[CH:23]=[C:22]([C@:24]([OH:31])([C:27]([F:30])([F:29])[F:28])[CH2:25][CH3:26])[N:21]=[N:20]4)=[CH:15][CH:16]=3)[N:11]=[C:10]([C:32](=O)[CH3:33])[CH:9]=2)=[CH:4][CH:3]=1.Cl.[NH2:36][OH:37]. Product: [F:1][C:2]1[CH:3]=[CH:4][C:5]([C:8]2[C:17]3[C:12](=[CH:13][C:14]([CH2:18][N:19]4[CH:23]=[C:22]([C@:24]([OH:31])([C:27]([F:28])([F:30])[F:29])[CH2:25][CH3:26])[N:21]=[N:20]4)=[CH:15][CH:16]=3)[N:11]=[C:10](/[C:32](=[N:36]\[OH:37])/[CH3:33])[CH:9]=2)=[CH:6][CH:7]=1. The catalyst class is: 17.